This data is from Reaction yield outcomes from USPTO patents with 853,638 reactions. The task is: Predict the reaction yield, written as a fraction of the theoretical maximum amount of product (1.0 means a 100% yield; for example, 0.34 means a 34% yield). (1) The reactants are Cl[C:2]1[N:7]=[C:6]([NH:8][C@H:9]([CH3:12])[CH2:10][OH:11])[C:5]([C:13]2[S:14][CH:15]=[CH:16][CH:17]=2)=[CH:4][N:3]=1.[NH2:18][C:19]1[CH:24]=[CH:23][C:22]([S:25]([CH3:32])(=[N:27][CH2:28][CH2:29][O:30][CH3:31])=[O:26])=[CH:21][CH:20]=1. No catalyst specified. The product is [CH3:31][O:30][CH2:29][CH2:28][N:27]=[S:25]([C:22]1[CH:21]=[CH:20][C:19]([NH:18][C:2]2[N:7]=[C:6]([NH:8][C@H:9]([CH3:12])[CH2:10][OH:11])[C:5]([C:13]3[S:14][CH:15]=[CH:16][CH:17]=3)=[CH:4][N:3]=2)=[CH:24][CH:23]=1)([CH3:32])=[O:26]. The yield is 0.0300. (2) The reactants are [CH2:1]([C:5]1[CH:10]=[CH:9][C:8]([CH2:11][CH2:12][CH2:13][OH:14])=[CH:7][CH:6]=1)[CH:2]([CH3:4])[CH3:3].[Br-].[Li+].C1(C)C=CC(S(O)(=O)=O)=CC=1.[OH-].[Na+].[CH3:30][O:31][CH2:32]OC. No catalyst specified. The product is [CH2:1]([C:5]1[CH:6]=[CH:7][C:8]([CH2:11][CH2:12][CH2:13][O:14][CH2:30][O:31][CH3:32])=[CH:9][CH:10]=1)[CH:2]([CH3:4])[CH3:3]. The yield is 0.915. (3) The reactants are Br[C:2]1[CH:7]=[CH:6][N:5]=[C:4]([C:8]([F:11])([F:10])[F:9])[CH:3]=1.C([Li])(C)(C)C.[Br:17][C:18]1[CH:19]=[C:20](/[C:26](/[C:34]2[CH:39]=[CH:38][CH:37]=[C:36]([F:40])[C:35]=2[C:41]#[N:42])=[N:27]\S(C(C)(C)C)=O)[CH:21]=[CH:22][C:23]=1[O:24][CH3:25].Cl.CO. The catalyst is C1COCC1. The product is [Br:17][C:18]1[CH:19]=[C:20]([C:26]2([C:2]3[CH:7]=[CH:6][N:5]=[C:4]([C:8]([F:11])([F:10])[F:9])[CH:3]=3)[C:34]3[C:35](=[C:36]([F:40])[CH:37]=[CH:38][CH:39]=3)[C:41]([NH2:42])=[N:27]2)[CH:21]=[CH:22][C:23]=1[O:24][CH3:25]. The yield is 0.890. (4) The reactants are [Cl-].O[NH3+:3].[C:4](=[O:7])([O-])[OH:5].[Na+].CS(C)=O.[F:13][C:14]1[CH:15]=[C:16]([C:46]2[C:47]([C:52]#[N:53])=[CH:48][CH:49]=[CH:50][CH:51]=2)[CH:17]=[CH:18][C:19]=1[CH2:20][C:21]1[C:26](=[O:27])[N:25]([C:28]2[CH:33]=[CH:32][C:31]([O:34][C:35]([CH3:41])([CH3:40])[C:36]([OH:39])([CH3:38])[CH3:37])=[CH:30][CH:29]=2)[C:24]([CH3:42])=[N:23][C:22]=1[CH2:43][CH2:44][CH3:45]. The catalyst is O.C(OCC)(=O)C. The product is [F:13][C:14]1[CH:15]=[C:16]([C:46]2[CH:51]=[CH:50][CH:49]=[CH:48][C:47]=2[C:52]2[NH:3][C:4](=[O:7])[O:5][N:53]=2)[CH:17]=[CH:18][C:19]=1[CH2:20][C:21]1[C:26](=[O:27])[N:25]([C:28]2[CH:33]=[CH:32][C:31]([O:34][C:35]([CH3:41])([CH3:40])[C:36]([OH:39])([CH3:37])[CH3:38])=[CH:30][CH:29]=2)[C:24]([CH3:42])=[N:23][C:22]=1[CH2:43][CH2:44][CH3:45]. The yield is 0.840. (5) The reactants are [C:1]1([C:7]2[O:11][C:10]([SH:12])=[N:9][N:8]=2)[CH:6]=[CH:5][CH:4]=[CH:3][CH:2]=1.[C:13](=O)([O-])[O-].[K+].[K+].IC.CN(C=O)C. The catalyst is CCOC(C)=O. The product is [CH3:13][S:12][C:10]1[O:11][C:7]([C:1]2[CH:2]=[CH:3][CH:4]=[CH:5][CH:6]=2)=[N:8][N:9]=1. The yield is 0.950.